From a dataset of Full USPTO retrosynthesis dataset with 1.9M reactions from patents (1976-2016). Predict the reactants needed to synthesize the given product. (1) Given the product [Cl:8][C:5]1[N:4]=[CH:3][C:2]([CH:9]([OH:14])[CH2:10][CH:11]([CH3:13])[CH3:12])=[CH:7][N:6]=1, predict the reactants needed to synthesize it. The reactants are: Br[C:2]1[CH:3]=[N:4][C:5]([Cl:8])=[N:6][CH:7]=1.[CH:9](=[O:14])[CH2:10][CH:11]([CH3:13])[CH3:12].C([Li])CCC. (2) Given the product [CH3:23][N:24]1[CH:28]=[CH:27][C:26]([S:29]([NH:32][C:2]2[CH:7]=[CH:6][N:5]=[C:4]3[N:8]([CH3:22])[CH:9]=[C:10]([C:11]4[CH:21]=[CH:20][C:14]5[O:15][CH2:16][CH2:17][N:18]([CH3:19])[C:13]=5[CH:12]=4)[C:3]=23)(=[O:31])=[O:30])=[N:25]1, predict the reactants needed to synthesize it. The reactants are: Br[C:2]1[CH:7]=[CH:6][N:5]=[C:4]2[N:8]([CH3:22])[CH:9]=[C:10]([C:11]3[CH:21]=[CH:20][C:14]4[O:15][CH2:16][CH2:17][N:18]([CH3:19])[C:13]=4[CH:12]=3)[C:3]=12.[CH3:23][N:24]1[CH:28]=[CH:27][C:26]([S:29]([NH2:32])(=[O:31])=[O:30])=[N:25]1.CC1(C)C2C(=C(P(C3C=CC=CC=3)C3C=CC=CC=3)C=CC=2)OC2C(P(C3C=CC=CC=3)C3C=CC=CC=3)=CC=CC1=2.C(=O)([O-])[O-].[Cs+].[Cs+].Cl.